From a dataset of Full USPTO retrosynthesis dataset with 1.9M reactions from patents (1976-2016). Predict the reactants needed to synthesize the given product. Given the product [CH:18]1([C:16](=[O:17])/[CH:15]=[C:23](\[OH:24])/[CH:22]([F:27])[F:21])[CH2:20][CH2:19]1, predict the reactants needed to synthesize it. The reactants are: C[Si](C)(C)N[Si](C)(C)C.[Li]CCCC.[CH3:15][C:16]([CH:18]1[CH2:20][CH2:19]1)=[O:17].[F:21][CH:22]([F:27])[C:23](OC)=[O:24].